Dataset: Forward reaction prediction with 1.9M reactions from USPTO patents (1976-2016). Task: Predict the product of the given reaction. (1) The product is: [CH3:15][N:16]1[C:20]2=[N:21][CH:22]=[C:23]([CH2:25][NH:26][S:2]([C:5]3[CH:14]=[CH:13][C:8]([C:9]([O:11][CH3:12])=[O:10])=[CH:7][CH:6]=3)(=[O:4])=[O:3])[CH:24]=[C:19]2[CH:18]=[CH:17]1. Given the reactants Cl[S:2]([C:5]1[CH:14]=[CH:13][C:8]([C:9]([O:11][CH3:12])=[O:10])=[CH:7][CH:6]=1)(=[O:4])=[O:3].[CH3:15][N:16]1[C:20]2=[N:21][CH:22]=[C:23]([CH2:25][NH2:26])[CH:24]=[C:19]2[CH:18]=[CH:17]1, predict the reaction product. (2) Given the reactants [CH3:1][O:2][C:3]([C:5]1[S:6][CH:7]=[C:8]([Br:12])[C:9]=1[CH2:10]Br)=[O:4].[CH2:13]([O:15][C:16](=[O:30])[CH2:17][NH:18][CH2:19][C:20]1[CH:25]=[CH:24][C:23]([O:26][CH3:27])=[CH:22][C:21]=1[O:28][CH3:29])C.C(=O)([O-])[O-].[K+].[K+], predict the reaction product. The product is: [CH3:1][O:2][C:3]([C:5]1[S:6][CH:7]=[C:8]([Br:12])[C:9]=1[CH2:10][N:18]([CH2:19][C:20]1[CH:25]=[CH:24][C:23]([O:26][CH3:27])=[CH:22][C:21]=1[O:28][CH3:29])[CH2:17][C:16]([O:15][CH3:13])=[O:30])=[O:4]. (3) Given the reactants [NH:1]1[CH2:5][CH2:4][CH:3]([OH:6])[CH2:2]1.[C:7]([O-:10])([O-])=O.[Cs+].[Cs+].C1C=CC(P([C:26]2[C:35]([C:28]3[C:27](P(C4C=CC=CC=4)C4C=CC=CC=4)=[CH:26][CH:35]=[C:34]4[C:29]=3[CH:30]=[CH:31]C=C4)=[C:34]3[C:29]([CH:30]=[CH:31]C=C3)=[CH:28][CH:27]=2)C2C=CC=CC=2)=CC=1, predict the reaction product. The product is: [OH:6][CH:3]1[CH2:4][CH2:5][N:1]([C:27]2[CH:28]=[C:29]3[C:34](=[CH:35][CH:26]=2)[C:7](=[O:10])[CH2:31][CH2:30]3)[CH2:2]1. (4) Given the reactants CC[O-].[Na+].[SH:5][C:6]([CH2:12][CH3:13])([CH2:10][CH3:11])[C:7]([OH:9])=[O:8].CS(O[CH2:19][CH2:20][CH2:21][CH2:22]/[CH:23]=[CH:24]\[CH2:25]/[CH:26]=[CH:27]\[CH2:28]/[CH:29]=[CH:30]\[CH2:31]/[CH:32]=[CH:33]\[CH2:34]/[CH:35]=[CH:36]\[CH2:37][CH3:38])(=O)=O.[NH4+].[Cl-].Cl, predict the reaction product. The product is: [CH2:10]([C:6]([S:5][CH2:38][CH2:37][CH2:36][CH2:35]/[CH:34]=[CH:33]\[CH2:32]/[CH:31]=[CH:30]\[CH2:29]/[CH:28]=[CH:27]\[CH2:26]/[CH:25]=[CH:24]\[CH2:23]/[CH:22]=[CH:21]\[CH2:20][CH3:19])([CH2:12][CH3:13])[C:7]([OH:9])=[O:8])[CH3:11]. (5) Given the reactants [O:1]1[CH:5]=[CH:4][CH:3]=[C:2]1[C:6]1[CH:7]=[C:8]([CH:15]=[CH:16][CH:17]=1)[O:9][CH2:10][C:11](OC)=[O:12].[NH2:18][NH2:19], predict the reaction product. The product is: [O:1]1[CH:5]=[CH:4][CH:3]=[C:2]1[C:6]1[CH:7]=[C:8]([CH:15]=[CH:16][CH:17]=1)[O:9][CH2:10][C:11]([NH:18][NH2:19])=[O:12]. (6) Given the reactants [C:1]([OH:12])(=O)[CH2:2][O:3][CH2:4][CH2:5][O:6][CH2:7][CH2:8][CH2:9][CH3:10].C(N(CC)CC)C.C(Cl)CCl.[NH2:24][C@@H:25]([CH2:34][N:35]1[CH2:40][CH2:39][O:38][CH2:37][CH2:36]1)[C@H:26]([C:28]1[CH:33]=[CH:32][CH:31]=[CH:30][CH:29]=1)[OH:27], predict the reaction product. The product is: [C:1]([NH:24][C@@H:25]([CH2:34][N:35]1[CH2:36][CH2:37][O:38][CH2:39][CH2:40]1)[C@H:26]([C:28]1[CH:29]=[CH:30][CH:31]=[CH:32][CH:33]=1)[OH:27])(=[O:12])[CH2:2][O:3][CH2:4][CH2:5][O:6][CH2:7][CH2:8][CH2:9][CH3:10]. (7) The product is: [CH2:12]([C:8]1[NH:9][C:10](=[O:11])[C:5]([C:3]2[N:30]=[C:29]([CH2:28][S:25]([C:19]3[CH:24]=[CH:23][CH:22]=[CH:21][CH:20]=3)(=[O:27])=[O:26])[S:31][CH:2]=2)=[CH:6][C:7]=1[C:14]([O:16][CH2:17][CH3:18])=[O:15])[CH3:13]. Given the reactants Br[CH2:2][C:3]([C:5]1[C:10](=[O:11])[NH:9][C:8]([CH2:12][CH3:13])=[C:7]([C:14]([O:16][CH2:17][CH3:18])=[O:15])[CH:6]=1)=O.[C:19]1([S:25]([CH2:28][C:29](=[S:31])[NH2:30])(=[O:27])=[O:26])[CH:24]=[CH:23][CH:22]=[CH:21][CH:20]=1, predict the reaction product.